From a dataset of Forward reaction prediction with 1.9M reactions from USPTO patents (1976-2016). Predict the product of the given reaction. (1) Given the reactants Br[CH:2]([C:8]1[CH:13]=[CH:12][CH:11]=[CH:10][CH:9]=1)[C:3]([O:5][CH2:6][CH3:7])=[O:4].[NH:14]1[CH2:19][CH2:18][CH2:17][CH2:16][CH2:15]1, predict the reaction product. The product is: [C:8]1([CH:2]([N:14]2[CH2:19][CH2:18][CH2:17][CH2:16][CH2:15]2)[C:3]([O:5][CH2:6][CH3:7])=[O:4])[CH:13]=[CH:12][CH:11]=[CH:10][CH:9]=1. (2) Given the reactants [C:1]([O:4][C@H:5]([CH3:30])[CH2:6][CH2:7][CH2:8][CH2:9][N:10]1[C:19](=[O:20])[C:18]2[N:17]([CH2:21][C:22]3[CH:27]=[CH:26][CH:25]=[CH:24][CH:23]=3)[C:16](Br)=[N:15][C:14]=2[N:13]([CH3:29])[C:11]1=[O:12])(=[O:3])[CH3:2].[C-:31]#[N:32].[K+], predict the reaction product. The product is: [C:1]([O:4][C@H:5]([CH3:30])[CH2:6][CH2:7][CH2:8][CH2:9][N:10]1[C:19](=[O:20])[C:18]2[N:17]([CH2:21][C:22]3[CH:27]=[CH:26][CH:25]=[CH:24][CH:23]=3)[C:16]([C:31]#[N:32])=[N:15][C:14]=2[N:13]([CH3:29])[C:11]1=[O:12])(=[O:3])[CH3:2]. (3) Given the reactants Br[C:2]1[CH:3]=[C:4]([C:9]2[CH:10]=[N:11][N:12]([CH3:14])[CH:13]=2)[CH:5]=[CH:6][C:7]=1[Cl:8].[B:15]1([B:15]2[O:19][C:18]([CH3:21])([CH3:20])[C:17]([CH3:23])([CH3:22])[O:16]2)[O:19][C:18]([CH3:21])([CH3:20])[C:17]([CH3:23])([CH3:22])[O:16]1.CC([O-])=O.[K+], predict the reaction product. The product is: [Cl:8][C:7]1[CH:6]=[CH:5][C:4]([C:9]2[CH:10]=[N:11][N:12]([CH3:14])[CH:13]=2)=[CH:3][C:2]=1[B:15]1[O:19][C:18]([CH3:21])([CH3:20])[C:17]([CH3:23])([CH3:22])[O:16]1. (4) Given the reactants OC(C(F)(F)F)=O.[NH2:8][C@H:9]1[CH2:13][C@@H:12]([N:14]2[CH:22]=[N:21][C:20]3[C:15]2=[N:16][C:17]([Cl:38])=[N:18][C:19]=3[NH:23][CH2:24][CH:25]([C:32]2[CH:37]=[CH:36][CH:35]=[CH:34][CH:33]=2)[C:26]2[CH:31]=[CH:30][CH:29]=[CH:28][CH:27]=2)[C@H:11]([OH:39])[C@@H:10]1[OH:40].CCN(C(C)C)C(C)C.[C:50](Cl)(=[O:53])[CH2:51][CH3:52], predict the reaction product. The product is: [Cl:38][C:17]1[N:16]=[C:15]2[C:20]([N:21]=[CH:22][N:14]2[C@@H:12]2[CH2:13][C@H:9]([NH:8][C:50](=[O:53])[CH2:51][CH3:52])[C@@H:10]([OH:40])[C@H:11]2[OH:39])=[C:19]([NH:23][CH2:24][CH:25]([C:32]2[CH:33]=[CH:34][CH:35]=[CH:36][CH:37]=2)[C:26]2[CH:31]=[CH:30][CH:29]=[CH:28][CH:27]=2)[N:18]=1.